Dataset: Catalyst prediction with 721,799 reactions and 888 catalyst types from USPTO. Task: Predict which catalyst facilitates the given reaction. (1) Reactant: [CH3:1][C:2]1([CH3:14])[C:6]([CH3:8])([CH3:7])[O:5][B:4]([C:9]2[CH:10]=[N:11][NH:12][CH:13]=2)[O:3]1.C(=O)([O-])[O-].[Cs+].[Cs+].CN(C)C=O.[CH2:26](Br)[CH:27]=[CH2:28]. Product: [CH2:28]([N:12]1[CH:13]=[C:9]([B:4]2[O:5][C:6]([CH3:7])([CH3:8])[C:2]([CH3:14])([CH3:1])[O:3]2)[CH:10]=[N:11]1)[CH:27]=[CH2:26]. The catalyst class is: 13. (2) Reactant: [C:1]1([S:7][C:8]2[C:13]([CH2:14]O)=[CH:12][CH:11]=[CH:10][N:9]=2)[CH:6]=[CH:5][CH:4]=[CH:3][CH:2]=1.O=S(Cl)[Cl:18]. Product: [Cl:18][CH2:14][C:13]1[C:8]([S:7][C:1]2[CH:6]=[CH:5][CH:4]=[CH:3][CH:2]=2)=[N:9][CH:10]=[CH:11][CH:12]=1. The catalyst class is: 23. (3) Reactant: [N:1]1[CH:6]=[CH:5][CH:4]=[N:3][C:2]=1/[CH:7]=[N:8]/[OH:9].[CH2:10]([NH:13][C:14](=[O:20])[O:15][C:16]([CH3:19])([CH3:18])[CH3:17])[C:11]#[CH:12].Cl[O-].[Na+]. Product: [N:1]1[CH:6]=[CH:5][CH:4]=[N:3][C:2]=1[C:7]1[CH:12]=[C:11]([CH2:10][NH:13][C:14](=[O:20])[O:15][C:16]([CH3:18])([CH3:17])[CH3:19])[O:9][N:8]=1. The catalyst class is: 2.